Dataset: Volume of distribution at steady state (VDss) regression data from Lombardo et al.. Task: Regression/Classification. Given a drug SMILES string, predict its absorption, distribution, metabolism, or excretion properties. Task type varies by dataset: regression for continuous measurements (e.g., permeability, clearance, half-life) or binary classification for categorical outcomes (e.g., BBB penetration, CYP inhibition). For this dataset (vdss_lombardo), we predict log10(VDss) (log10 of volume of distribution in L/kg). (1) The drug is Nc1ncn(C2CC(O)C(CO)O2)c(=O)n1. The log10(VDss) is 0.660. (2) The drug is Cc1ccc(Nc2nccc(N(C)c3ccc4c(C)n(C)nc4c3)n2)cc1S(N)(=O)=O. The log10(VDss) is -0.800. (3) The compound is CC(C(=O)[O-])c1cccc(C(=O)c2ccccc2)c1. The log10(VDss) is -0.890. (4) The molecule is CC(C)(C)[NH2+]CC(O)COc1ccc(NC(=O)NC2CCCCC2)cc1. The log10(VDss) is 0.520. (5) The drug is CC1C(=O)OC2C(O)C34C5CC(C(C)(C)C)C36C(OC(=O)C6O)OC4(C(=O)O5)C12O. The log10(VDss) is -0.0400.